This data is from Merck oncology drug combination screen with 23,052 pairs across 39 cell lines. The task is: Regression. Given two drug SMILES strings and cell line genomic features, predict the synergy score measuring deviation from expected non-interaction effect. (1) Drug 1: N#Cc1ccc(Cn2cncc2CN2CCN(c3cccc(Cl)c3)C(=O)C2)cc1. Drug 2: CCc1c2c(nc3ccc(O)cc13)-c1cc3c(c(=O)n1C2)COC(=O)C3(O)CC. Cell line: UACC62. Synergy scores: synergy=8.97. (2) Drug 1: O=c1[nH]cc(F)c(=O)[nH]1. Drug 2: Cn1nnc2c(C(N)=O)ncn2c1=O. Cell line: SKMES1. Synergy scores: synergy=5.05. (3) Drug 1: Nc1ccn(C2OC(CO)C(O)C2(F)F)c(=O)n1. Drug 2: O=C(O)C1(Cc2cccc(Nc3nccs3)n2)CCC(Oc2cccc(Cl)c2F)CC1. Cell line: NCIH23. Synergy scores: synergy=-6.33. (4) Drug 1: COc1cccc2c1C(=O)c1c(O)c3c(c(O)c1C2=O)CC(O)(C(=O)CO)CC3OC1CC(N)C(O)C(C)O1. Drug 2: N#Cc1ccc(Cn2cncc2CN2CCN(c3cccc(Cl)c3)C(=O)C2)cc1. Cell line: A427. Synergy scores: synergy=-4.16. (5) Drug 1: C#Cc1cccc(Nc2ncnc3cc(OCCOC)c(OCCOC)cc23)c1. Drug 2: O=C(NOCC(O)CO)c1ccc(F)c(F)c1Nc1ccc(I)cc1F. Cell line: CAOV3. Synergy scores: synergy=46.9. (6) Drug 1: CC(=O)OC1C(=O)C2(C)C(O)CC3OCC3(OC(C)=O)C2C(OC(=O)c2ccccc2)C2(O)CC(OC(=O)C(O)C(NC(=O)c3ccccc3)c3ccccc3)C(C)=C1C2(C)C. Drug 2: CS(=O)(=O)CCNCc1ccc(-c2ccc3ncnc(Nc4ccc(OCc5cccc(F)c5)c(Cl)c4)c3c2)o1. Cell line: HCT116. Synergy scores: synergy=5.93.